This data is from Full USPTO retrosynthesis dataset with 1.9M reactions from patents (1976-2016). The task is: Predict the reactants needed to synthesize the given product. (1) Given the product [CH2:29]([N:8]([CH:9]([C:17]1[NH:18][C:19](=[O:28])[C:20]([OH:27])=[C:21]([C:23]([NH:37][CH2:36][C:35]2[CH:38]=[CH:39][C:32]([F:31])=[CH:33][CH:34]=2)=[O:25])[N:22]=1)[CH2:10][CH2:11][C@H:12]([O:15][CH3:16])[CH2:13][OH:14])[C:6](=[O:7])[O:5][C:1]([CH3:3])([CH3:2])[CH3:4])[CH3:30], predict the reactants needed to synthesize it. The reactants are: [C:1]([O:5][C:6]([N:8]([CH2:29][CH3:30])[CH:9]([C:17]1[NH:18][C:19](=[O:28])[C:20]([OH:27])=[C:21]([C:23]([O:25]C)=O)[N:22]=1)[CH2:10][CH2:11][C@H:12]([O:15][CH3:16])[CH2:13][OH:14])=[O:7])([CH3:4])([CH3:3])[CH3:2].[F:31][C:32]1[CH:39]=[CH:38][C:35]([CH2:36][NH2:37])=[CH:34][CH:33]=1.C(N(CC)CC)C. (2) Given the product [CH3:1][O:2][C:3](=[O:17])[C:4]1[CH:9]=[CH:8][C:7]([NH2:10])=[CH:6][C:5]=1[C:13]([F:14])([F:16])[F:15], predict the reactants needed to synthesize it. The reactants are: [CH3:1][O:2][C:3](=[O:17])[C:4]1[CH:9]=[CH:8][C:7]([N+:10]([O-])=O)=[CH:6][C:5]=1[C:13]([F:16])([F:15])[F:14]. (3) Given the product [Cl:14][CH2:10][C:7]1[CH:6]=[C:5]([C:2]([F:4])([F:1])[CH3:3])[O:9][N:8]=1, predict the reactants needed to synthesize it. The reactants are: [F:1][C:2]([C:5]1[O:9][N:8]=[C:7]([CH2:10]O)[CH:6]=1)([F:4])[CH3:3].S(Cl)([Cl:14])=O. (4) Given the product [O:15]=[C:7]1[C:8]2[C:13](=[CH:12][CH:11]=[CH:10][CH:9]=2)[CH2:14][C@@H:5]([CH2:4][CH:3]=[O:2])[CH2:6]1, predict the reactants needed to synthesize it. The reactants are: C[O:2][CH:3]=[CH:4][C@@H:5]1[CH2:14][C:13]2[C:8](=[CH:9][CH:10]=[CH:11][CH:12]=2)[C:7]2(OCC[O:15]2)[CH2:6]1.Cl. (5) Given the product [Br:31][CH2:2][C:3]1[N:4]=[C:5]([CH:9]=[O:10])[S:6][C:7]=1[CH3:8], predict the reactants needed to synthesize it. The reactants are: O[CH2:2][C:3]1[N:4]=[C:5]([CH:9]=[O:10])[S:6][C:7]=1[CH3:8].C1C=CC(P(C2C=CC=CC=2)C2C=CC=CC=2)=CC=1.C(Br)(Br)(Br)[Br:31]. (6) Given the product [F:1][C:2]1[CH:3]=[C:4]([CH:8]=[CH:9][C:10]=1[F:11])[C:5]([NH:12][C@@H:13]1[CH2:18][CH2:17][CH2:16][NH:15][CH2:14]1)=[O:6], predict the reactants needed to synthesize it. The reactants are: [F:1][C:2]1[CH:3]=[C:4]([CH:8]=[CH:9][C:10]=1[F:11])[C:5](Cl)=[O:6].[NH2:12][C@@H:13]1[CH2:18][CH2:17][CH2:16][N:15](C(OC(C)(C)C)=O)[CH2:14]1.CCN(C(C)C)C(C)C.C(O)C(N)(CO)CO. (7) Given the product [CH3:11][O:10][C:8](=[O:9])[C:7]1[CH:12]=[C:13]([C:15]([F:18])([F:17])[F:16])[CH:14]=[C:5]([S:2]([N:28]2[CH2:33][CH2:32][S:31](=[O:35])(=[O:34])[CH2:30][CH2:29]2)(=[O:4])=[O:3])[CH:6]=1, predict the reactants needed to synthesize it. The reactants are: Cl[S:2]([C:5]1[CH:6]=[C:7]([CH:12]=[C:13]([C:15]([F:18])([F:17])[F:16])[CH:14]=1)[C:8]([O:10][CH3:11])=[O:9])(=[O:4])=[O:3].CCN(C(C)C)C(C)C.[NH:28]1[CH2:33][CH2:32][S:31](=[O:35])(=[O:34])[CH2:30][CH2:29]1.[NH4+].[Cl-].